Predict the reactants needed to synthesize the given product. From a dataset of Full USPTO retrosynthesis dataset with 1.9M reactions from patents (1976-2016). (1) Given the product [CH2:13]([O:20][C:21]1[C:22]([F:29])=[C:23]([F:28])[C:24]([F:27])=[C:25]([CH:26]=1)[C:30]([OH:32])=[O:31])[C:14]1[CH:15]=[CH:16][CH:17]=[CH:18][CH:19]=1, predict the reactants needed to synthesize it. The reactants are: C(NC(C)C)(C)C.[Li]CCCC.[CH2:13]([O:20][C:21]1[CH:26]=[CH:25][C:24]([F:27])=[C:23]([F:28])[C:22]=1[F:29])[C:14]1[CH:19]=[CH:18][CH:17]=[CH:16][CH:15]=1.[C:30](=[O:32])=[O:31]. (2) Given the product [Br:17][C:18]1[C:23]([O:24][CH2:13][C:12]2[CH:15]=[CH:16][C:9]([O:8][CH3:7])=[CH:10][CH:11]=2)=[CH:22][CH:21]=[C:20]([I:25])[N:19]=1, predict the reactants needed to synthesize it. The reactants are: C(=O)([O-])[O-].[K+].[K+].[CH3:7][O:8][C:9]1[CH:16]=[CH:15][C:12]([CH2:13]Cl)=[CH:11][CH:10]=1.[Br:17][C:18]1[C:23]([OH:24])=[CH:22][CH:21]=[C:20]([I:25])[N:19]=1.O. (3) Given the product [OH:8][CH2:9][C:10]([N:12]([CH3:13])[C@H:14]([CH3:36])[CH2:15][O:16][C:17]1[CH:26]=[CH:25][CH:24]=[C:23]2[C:18]=1[C:19]([NH:27][C:28]1[CH:33]=[CH:32][C:31]([O:34][CH2:2][C:3]3[N:4]=[CH:5][S:6][CH:7]=3)=[C:30]([CH3:35])[CH:29]=1)=[N:20][CH:21]=[N:22]2)=[O:11], predict the reactants needed to synthesize it. The reactants are: Cl[CH2:2][C:3]1[N:4]=[CH:5][S:6][CH:7]=1.[OH:8][CH2:9][C:10]([N:12]([C@H:14]([CH3:36])[CH2:15][O:16][C:17]1[CH:26]=[CH:25][CH:24]=[C:23]2[C:18]=1[C:19]([NH:27][C:28]1[CH:33]=[CH:32][C:31]([OH:34])=[C:30]([CH3:35])[CH:29]=1)=[N:20][CH:21]=[N:22]2)[CH3:13])=[O:11]. (4) Given the product [Br:1][C:2]1[CH:3]=[C:4]2[C:9](=[CH:10][CH:11]=1)[N:8]=[CH:7][C:6]([N:12]1[CH2:13][CH2:14][N:15]([C:26](=[O:28])[CH3:27])[CH2:16][CH2:17]1)=[C:5]2[Cl:18], predict the reactants needed to synthesize it. The reactants are: [Br:1][C:2]1[CH:3]=[C:4]2[C:9](=[CH:10][CH:11]=1)[N:8]=[CH:7][C:6]([N:12]1[CH2:17][CH2:16][NH:15][CH2:14][CH2:13]1)=[C:5]2[Cl:18].C(N(CC)CC)C.[C:26](Cl)(=[O:28])[CH3:27]. (5) Given the product [CH3:34][N:33]([CH3:35])[C:32](=[O:36])[O:31][C:27]1[CH:28]=[CH:29][CH:30]=[C:25]([NH:24][C:23]([C:10]2([CH2:9][O:8][CH2:1][C:2]3[CH:3]=[CH:4][CH:5]=[CH:6][CH:7]=3)[CH2:11][CH2:12][NH:13][CH2:14][CH2:15]2)=[O:37])[CH:26]=1, predict the reactants needed to synthesize it. The reactants are: [CH2:1]([O:8][CH2:9][C:10]1([C:23](=[O:37])[NH:24][C:25]2[CH:30]=[CH:29][CH:28]=[C:27]([O:31][C:32](=[O:36])[N:33]([CH3:35])[CH3:34])[CH:26]=2)[CH2:15][CH2:14][N:13](C(OC(C)(C)C)=O)[CH2:12][CH2:11]1)[C:2]1[CH:7]=[CH:6][CH:5]=[CH:4][CH:3]=1.Cl.C([O-])(O)=O.[Na+].